From a dataset of Catalyst prediction with 721,799 reactions and 888 catalyst types from USPTO. Predict which catalyst facilitates the given reaction. (1) Reactant: Br[CH2:2][C:3]([C:5]1[CH:10]=[CH:9][CH:8]=[CH:7][CH:6]=1)=[O:4].[N-:11]=[N+:12]=[N-:13].[Na+]. Product: [N:11]([CH2:2][C:3]([C:5]1[CH:10]=[CH:9][CH:8]=[CH:7][CH:6]=1)=[O:4])=[N+:12]=[N-:13]. The catalyst class is: 95. (2) Reactant: [NH2:1][C@@H:2]([CH2:10][CH3:11])[C:3]([O:5][C:6]([CH3:9])([CH3:8])[CH3:7])=[O:4].[CH3:12][O:13][C:14]1[CH:19]=[CH:18][C:17]([S:20](Cl)(=[O:22])=[O:21])=[CH:16][CH:15]=1.C(Cl)(Cl)Cl. Product: [CH3:12][O:13][C:14]1[CH:15]=[CH:16][C:17]([S:20]([NH:1][C@@H:2]([CH2:10][CH3:11])[C:3]([O:5][C:6]([CH3:7])([CH3:9])[CH3:8])=[O:4])(=[O:22])=[O:21])=[CH:18][CH:19]=1. The catalyst class is: 17. (3) Reactant: C([NH:4][C:5]1[S:6][CH:7]=[C:8]([CH2:10][CH2:11][C:12]2[CH:17]=[CH:16][C:15]([NH:18][C:19]([C:21]3[C:22]([C:27]4[CH:32]=[CH:31][C:30]([C:33]([F:36])([F:35])[F:34])=[CH:29][CH:28]=4)=[CH:23][CH:24]=[CH:25][CH:26]=3)=[O:20])=[CH:14][CH:13]=2)[N:9]=1)(=O)C.Cl. Product: [NH2:4][C:5]1[S:6][CH:7]=[C:8]([CH2:10][CH2:11][C:12]2[CH:13]=[CH:14][C:15]([NH:18][C:19]([C:21]3[C:22]([C:27]4[CH:28]=[CH:29][C:30]([C:33]([F:36])([F:34])[F:35])=[CH:31][CH:32]=4)=[CH:23][CH:24]=[CH:25][CH:26]=3)=[O:20])=[CH:16][CH:17]=2)[N:9]=1. The catalyst class is: 5. (4) Reactant: O[C@H:2]([CH3:36])[C@H:3]([NH:5][C:6]([C:8]1[NH:9][C:10]([C:13]2[CH:18]=[C:17]([O:19][C:20]3[CH:21]=[N:22][C:23]([S:26]([CH3:29])(=[O:28])=[O:27])=[CH:24][CH:25]=3)[CH:16]=[C:15]([O:30][C@@H:31]([CH3:35])[CH2:32][O:33][CH3:34])[CH:14]=2)=[CH:11][CH:12]=1)=[O:7])[CH3:4].CS(O)(=O)=O.C(N(CC)CC)C.C(=O)([O-])O.[Na+]. Product: [CH3:4][C@@H:3]1[C@H:2]([CH3:36])[O:7][C:6]([C:8]2[NH:9][C:10]([C:13]3[CH:18]=[C:17]([CH:16]=[C:15]([O:30][C@@H:31]([CH3:35])[CH2:32][O:33][CH3:34])[CH:14]=3)[O:19][C:20]3[CH:25]=[CH:24][C:23]([S:26]([CH3:29])(=[O:27])=[O:28])=[N:22][CH:21]=3)=[CH:11][CH:12]=2)=[N:5]1. The catalyst class is: 7.